Dataset: Merck oncology drug combination screen with 23,052 pairs across 39 cell lines. Task: Regression. Given two drug SMILES strings and cell line genomic features, predict the synergy score measuring deviation from expected non-interaction effect. Drug 1: Cc1nc(Nc2ncc(C(=O)Nc3c(C)cccc3Cl)s2)cc(N2CCN(CCO)CC2)n1. Drug 2: Cn1c(=O)n(-c2ccc(C(C)(C)C#N)cc2)c2c3cc(-c4cnc5ccccc5c4)ccc3ncc21. Cell line: HT29. Synergy scores: synergy=38.5.